Dataset: Full USPTO retrosynthesis dataset with 1.9M reactions from patents (1976-2016). Task: Predict the reactants needed to synthesize the given product. (1) Given the product [O:64]=[C:3]([C@H:2]([NH:1][C:70](=[O:84])[CH2:71][CH2:72][CH2:73][CH2:74][CH2:75][CH2:76][CH2:77][CH2:78][CH2:79][CH2:80][CH2:81][CH2:91][CH3:92])[CH2:65][CH2:66][CH2:67][CH2:68][NH:69][C:70](=[O:84])[CH2:71][CH2:72][CH2:73][CH2:74][CH2:75][CH2:76][CH2:77][CH2:78][CH2:79][CH2:80][CH2:81][CH2:82][CH3:83])[NH:4][CH2:5][CH2:6][CH2:7][O:8][CH2:9][CH2:10][O:11][CH2:12][CH2:13][O:14][CH2:15][CH2:16][CH2:17][NH:18][C:19](=[O:63])[CH2:20][CH2:21][O:22][CH2:23][CH2:24][O:25][CH2:26][CH2:27][O:28][CH2:29][CH2:30][O:31][CH2:32][CH2:33][O:34][CH2:35][CH2:36][C:37]([NH:39][CH2:40][CH2:41][CH2:42][O:43][CH2:44][CH2:45][O:46][CH2:47][CH2:48][O:49][CH2:50][CH2:51][CH2:52][NH:53][C:54](=[O:62])[C@H:55]([NH:61][C:70](=[O:84])[CH2:71][CH2:72][CH2:73][CH2:74][CH2:75][CH2:76][CH2:77][CH2:78][CH2:79][CH2:80][CH2:81][CH2:82][CH3:83])[CH2:56][CH2:57][CH2:58][CH2:59][NH:60][C:70](=[O:84])[CH2:71][CH2:72][CH2:73][CH2:74][CH2:75][CH2:76][CH2:77][CH2:78][CH2:79][CH2:80][CH2:81][CH2:82][CH3:83])=[O:38], predict the reactants needed to synthesize it. The reactants are: [NH2:1][C@@H:2]([CH2:65][CH2:66][CH2:67][CH2:68][NH2:69])[C:3](=[O:64])[NH:4][CH2:5][CH2:6][CH2:7][O:8][CH2:9][CH2:10][O:11][CH2:12][CH2:13][O:14][CH2:15][CH2:16][CH2:17][NH:18][C:19](=[O:63])[CH2:20][CH2:21][O:22][CH2:23][CH2:24][O:25][CH2:26][CH2:27][O:28][CH2:29][CH2:30][O:31][CH2:32][CH2:33][O:34][CH2:35][CH2:36][C:37]([NH:39][CH2:40][CH2:41][CH2:42][O:43][CH2:44][CH2:45][O:46][CH2:47][CH2:48][O:49][CH2:50][CH2:51][CH2:52][NH:53][C:54](=[O:62])[C@@H:55]([NH2:61])[CH2:56][CH2:57][CH2:58][CH2:59][NH2:60])=[O:38].[C:70](Cl)(=[O:84])[CH2:71][CH2:72][CH2:73][CH2:74][CH2:75][CH2:76][CH2:77][CH2:78][CH2:79][CH2:80][CH2:81][CH2:82][CH3:83].C(N([CH2:91][CH3:92])CC)C. (2) Given the product [C:1]([C:5]1[N:9]=[C:8]([C:10]2[CH:15]=[C:14]([O:24][C@@H:22]([CH3:23])[C:21]([F:26])([F:25])[F:20])[C:13]([CH:17]3[CH2:19][CH2:18]3)=[CH:12][N:11]=2)[O:7][N:6]=1)([CH3:4])([CH3:3])[CH3:2], predict the reactants needed to synthesize it. The reactants are: [C:1]([C:5]1[N:9]=[C:8]([C:10]2[CH:15]=[C:14](Cl)[C:13]([CH:17]3[CH2:19][CH2:18]3)=[CH:12][N:11]=2)[O:7][N:6]=1)([CH3:4])([CH3:3])[CH3:2].[F:20][C:21]([F:26])([F:25])[C@@H:22]([OH:24])[CH3:23]. (3) Given the product [CH3:45][O:42][C:39]([C:15]1[CH:14]=[C:13]2[C:18](=[CH:17][CH:16]=1)[C:9]([NH:8][C:26]1[CH:30]=[C:29]([CH3:31])[NH:28][N:27]=1)=[N:10][N:11]([CH:23]([CH3:25])[CH3:24])[C:12]2=[O:22])=[O:40], predict the reactants needed to synthesize it. The reactants are: C(OC([N:8]([C:26]1[CH:30]=[C:29]([CH3:31])[N:28](C(OC(C)(C)C)=O)[N:27]=1)[C:9]1[C:18]2[C:13](=[CH:14][C:15](C(O)=O)=[CH:16][CH:17]=2)[C:12](=[O:22])[N:11]([CH:23]([CH3:25])[CH3:24])[N:10]=1)=O)(C)(C)C.[C:39]([O-:42])([O-])=[O:40].[K+].[K+].[CH3:45]I. (4) Given the product [O:47]1[CH2:48][CH:49]=[C:44]([C:25]2[CH:24]=[C:23]([F:50])[C:22]3[O:21][C:20]4[C:29](=[CH:30][C:17]([C:7]5[C:2]([F:1])=[N:3][CH:4]=[CH:5][CH:6]=5)=[CH:18][CH:19]=4)[C@:28]4([N:35]=[C:34]([NH2:36])[CH2:33][O:32][CH2:31]4)[C:27]=3[CH:26]=2)[CH2:45][CH2:46]1, predict the reactants needed to synthesize it. The reactants are: [F:1][C:2]1[C:7](B(O)O)=[CH:6][CH:5]=[CH:4][N:3]=1.FC(F)(F)S(O[C:17]1[CH:30]=[C:29]2[C:20]([O:21][C:22]3[C:23]([F:50])=[CH:24][C:25]([C:44]4[CH2:45][CH2:46][O:47][CH2:48][CH:49]=4)=[CH:26][C:27]=3[C@:28]32[N:35]=[C:34]([NH:36]C(OC(C)(C)C)=O)[CH2:33][O:32][CH2:31]3)=[CH:19][CH:18]=1)(=O)=O.C(=O)([O-])[O-].[Na+].[Na+].C(O)(C(F)(F)F)=O.